Dataset: Reaction yield outcomes from USPTO patents with 853,638 reactions. Task: Predict the reaction yield, written as a fraction of the theoretical maximum amount of product (1.0 means a 100% yield; for example, 0.34 means a 34% yield). (1) The reactants are CS(C)=O.[CH:5]1([CH:11]([OH:20])[CH:12]([C:14]2[CH:19]=[CH:18][CH:17]=[CH:16][CH:15]=2)[CH3:13])[CH2:10][CH2:9][CH2:8][CH2:7][CH2:6]1.O=P12OP3(OP(OP(O3)(O1)=O)(=O)O2)=O.CCN(CC)CC. The catalyst is C(Cl)Cl. The product is [C:14]1([CH:12]([C:11]([CH:5]2[CH2:10][CH2:9][CH2:8][CH2:7][CH2:6]2)=[O:20])[CH3:13])[CH:19]=[CH:18][CH:17]=[CH:16][CH:15]=1. The yield is 0.854. (2) The reactants are Br[C:2]1[CH:7]=[CH:6][CH:5]=[CH:4][CH:3]=1.[Li]C(C)(C)C.[C:13]1([C@@H:19]([N@:21]2[CH2:23][CH:22]2[CH:24]=[O:25])[CH3:20])[CH:18]=[CH:17][CH:16]=[CH:15][CH:14]=1.O. The catalyst is C1COCC1. The product is [C:2]1([C@H:24]([CH:22]2[CH2:23][N@@:21]2[C@H:19]([C:13]2[CH:18]=[CH:17][CH:16]=[CH:15][CH:14]=2)[CH3:20])[OH:25])[CH:7]=[CH:6][CH:5]=[CH:4][CH:3]=1. The yield is 0.860. (3) The reactants are [NH2:1][CH2:2][C:3]1[CH:4]=[C:5]([C:9]#[C:10][C:11]2[C:12]([NH:17][C:18]3[CH:23]=[CH:22][C:21]([O:24][CH2:25][C:26]4[CH:31]=[CH:30][CH:29]=[C:28]([F:32])[CH:27]=4)=[C:20]([Cl:33])[CH:19]=3)=[N:13][CH:14]=[N:15][CH:16]=2)[CH:6]=[CH:7][CH:8]=1.CN(C=O)C.[CH:39]([S:41]([CH3:44])(=[O:43])=[O:42])=[CH2:40].C(N(CC)CC)C. The catalyst is CCOCC. The product is [Cl:33][C:20]1[CH:19]=[C:18]([NH:17][C:12]2[C:11]([C:10]#[C:9][C:5]3[CH:6]=[CH:7][CH:8]=[C:3]([CH2:2][NH:1][CH2:40][CH2:39][S:41]([CH3:44])(=[O:43])=[O:42])[CH:4]=3)=[CH:16][N:15]=[CH:14][N:13]=2)[CH:23]=[CH:22][C:21]=1[O:24][CH2:25][C:26]1[CH:31]=[CH:30][CH:29]=[C:28]([F:32])[CH:27]=1. The yield is 0.340. (4) The reactants are [C:1]([Br:5])(Br)(Br)Br.C1(P(C2C=CC=CC=2)C2C=CC=CC=2)C=CC=CC=1.[CH2:25]([O:32][CH2:33][C@@:34]1([CH2:48]CO)[CH2:38][N:37]([C@@H:39]([C:41]2[CH:46]=[CH:45][CH:44]=[CH:43][CH:42]=2)[CH3:40])[C:36](=[O:47])[CH2:35]1)[C:26]1[CH:31]=[CH:30][CH:29]=[CH:28][CH:27]=1. The catalyst is ClCCl. The product is [CH2:25]([O:32][CH2:33][C@@:34]1([CH2:48][CH2:1][Br:5])[CH2:38][N:37]([C@@H:39]([C:41]2[CH:46]=[CH:45][CH:44]=[CH:43][CH:42]=2)[CH3:40])[C:36](=[O:47])[CH2:35]1)[C:26]1[CH:27]=[CH:28][CH:29]=[CH:30][CH:31]=1. The yield is 0.840.